Dataset: Peptide-MHC class II binding affinity with 134,281 pairs from IEDB. Task: Regression. Given a peptide amino acid sequence and an MHC pseudo amino acid sequence, predict their binding affinity value. This is MHC class II binding data. (1) The peptide sequence is AETCPIFYDVFFAVA. The MHC is DRB3_0202 with pseudo-sequence DRB3_0202. The binding affinity (normalized) is 0.200. (2) The peptide sequence is KLITFNVHNRYASNIVESAY. The MHC is DRB1_0401 with pseudo-sequence DRB1_0401. The binding affinity (normalized) is 0.898. (3) The peptide sequence is LFGKKNLIPSSASPW. The MHC is DRB1_0701 with pseudo-sequence DRB1_0701. The binding affinity (normalized) is 0.671.